Dataset: Reaction yield outcomes from USPTO patents with 853,638 reactions. Task: Predict the reaction yield, written as a fraction of the theoretical maximum amount of product (1.0 means a 100% yield; for example, 0.34 means a 34% yield). (1) The reactants are Br[C:2]1[C:7]([O:8][CH3:9])=[CH:6][C:5]([CH:10]=[CH:11][C:12]2[CH:17]=[CH:16][CH:15]=[CH:14][CH:13]=2)=[CH:4][C:3]=1[O:18][CH3:19].[CH2:20](I)[CH3:21].O. The catalyst is C1COCC1. The product is [CH3:19][O:18][C:3]1[CH:4]=[C:5]([CH:10]=[CH:11][C:12]2[CH:17]=[CH:16][CH:15]=[CH:14][CH:13]=2)[CH:6]=[C:7]([O:8][CH3:9])[C:2]=1[CH2:20][CH3:21]. The yield is 0.700. (2) The reactants are CC(C)=O.[F:5][C:6]1[CH:11]=[CH:10][CH:9]=[C:8]([F:12])[C:7]=1[N:13]1[C:18]2[N:19]=[C:20]([NH:38][CH2:39][C:40]3[NH:41][CH:42]=[CH:43][N:44]=3)[N:21]=[C:22]([C:23]3[CH:24]=[C:25]([CH:34]=[CH:35][C:36]=3[CH3:37])[C:26]([NH:28][C:29]3[S:30][CH:31]=[CH:32][N:33]=3)=[O:27])[C:17]=2[CH:16]=[CH:15][C:14]1=[O:45].[C:46]1([S:52]([OH:55])(=[O:54])=[O:53])[CH:51]=[CH:50][CH:49]=[CH:48][CH:47]=1. The catalyst is O. The product is [C:46]1([S:52]([OH:55])(=[O:54])=[O:53])[CH:51]=[CH:50][CH:49]=[CH:48][CH:47]=1.[F:5][C:6]1[CH:11]=[CH:10][CH:9]=[C:8]([F:12])[C:7]=1[N:13]1[C:18]2[N:19]=[C:20]([NH:38][CH2:39][C:40]3[NH:44][CH:43]=[CH:42][N:41]=3)[N:21]=[C:22]([C:23]3[CH:24]=[C:25]([CH:34]=[CH:35][C:36]=3[CH3:37])[C:26]([NH:28][C:29]3[S:30][CH:31]=[CH:32][N:33]=3)=[O:27])[C:17]=2[CH:16]=[CH:15][C:14]1=[O:45]. The yield is 0.832.